Dataset: Forward reaction prediction with 1.9M reactions from USPTO patents (1976-2016). Task: Predict the product of the given reaction. (1) Given the reactants [CH3:1][O:2][C:3]1[CH:4]=[C:5]([CH:7]=[CH:8][CH:9]=1)[NH2:6].Br[CH2:11][C:12]([C:14]1[CH:19]=[CH:18][C:17]([OH:20])=[C:16]([OH:21])[CH:15]=1)=[O:13].[C:22](=[O:25])(O)[O-].[Na+], predict the reaction product. The product is: [OH:21][C:16]1[CH:15]=[C:14]([C:12](=[O:13])[CH2:11][N:6]2[C:5]3[C:7](=[CH:8][CH:9]=[C:3]([O:2][CH3:1])[CH:4]=3)[C:12]([C:14]3[CH:15]=[CH:16][C:17]([OH:20])=[C:22]([OH:25])[CH:19]=3)=[CH:11]2)[CH:19]=[CH:18][C:17]=1[OH:20]. (2) Given the reactants Br[C:2]1[CH:11]=[C:10]2[C:5]([CH:6]=[CH:7][N:8]([CH2:13][C:14]3[CH:19]=[CH:18][C:17]([F:20])=[CH:16][CH:15]=3)[C:9]2=[O:12])=[CH:4][CH:3]=1.[C:21]1([CH2:27][C:28]#[CH:29])[CH:26]=[CH:25][CH:24]=[CH:23][CH:22]=1.C(N(CC)CC)C, predict the reaction product. The product is: [F:20][C:17]1[CH:18]=[CH:19][C:14]([CH2:13][N:8]2[CH:7]=[CH:6][C:5]3[C:10](=[CH:11][C:2]([C:29]#[C:28][CH2:27][C:21]4[CH:26]=[CH:25][CH:24]=[CH:23][CH:22]=4)=[CH:3][CH:4]=3)[C:9]2=[O:12])=[CH:15][CH:16]=1. (3) The product is: [CH3:14][O:13][N:15]=[C:7]1[C:8]2[C:4](=[CH:3][C:2]([Br:1])=[CH:10][CH:9]=2)[CH2:5][CH2:6]1. Given the reactants [Br:1][C:2]1[CH:3]=[C:4]2[C:8](=[CH:9][CH:10]=1)[C:7](=O)[CH2:6][CH2:5]2.Cl.[O:13]([NH2:15])[CH3:14].N1C=CC=CC=1.C(=O)([O-])O.[Na+], predict the reaction product. (4) Given the reactants C(Cl)(=O)C(Cl)=O.[CH3:7][S:8]([N:11]1[CH2:16][CH2:15][CH:14]([C:17]([OH:19])=O)[CH2:13][CH2:12]1)(=[O:10])=[O:9].[NH2:20][C:21]1[CH:22]=[C:23]2[C:27](=[CH:28][CH:29]=1)[NH:26][N:25]=[CH:24]2.C(N(CC)CC)C.C(=O)([O-])O.[Na+], predict the reaction product. The product is: [NH:26]1[C:27]2[C:23](=[CH:22][C:21]([NH:20][C:17]([CH:14]3[CH2:13][CH2:12][N:11]([S:8]([CH3:7])(=[O:9])=[O:10])[CH2:16][CH2:15]3)=[O:19])=[CH:29][CH:28]=2)[CH:24]=[N:25]1. (5) Given the reactants [Na:1].[CH2:2]1[O:4][CH2:3]1.[C:5]([OH:10])(=[O:9])[C:6]([CH3:8])=[CH2:7].[CH2:11]=[CH:12][C:13]1[CH:18]=[CH:17][CH:16]=[CH:15][CH:14]=1.S(OOS([O-])(=O)=O)([O-])(=O)=O.[NH4+].[NH4+], predict the reaction product. The product is: [CH:11]([CH2:7][C:6](=[CH2:8])[C:5]([OH:10])=[O:9])=[CH:12][C:13]1[CH:18]=[CH:17][CH:16]=[CH:15][CH:14]=1.[Na:1].[C:5]([OH:10])(=[O:9])[C:6]([CH3:8])=[CH2:7].[CH2:3]1[O:4][CH2:2]1. (6) The product is: [NH2:1][C:2]1[CH:7]=[CH:6][C:5]([O:8][C:20]2[C:25]([C:26]3[CH:31]=[CH:30][N:29]=[C:28]([NH2:32])[N:27]=3)=[CH:24][CH:23]=[CH:22][N:21]=2)=[CH:4][CH:3]=1. Given the reactants [NH2:1][C:2]1[CH:7]=[CH:6][C:5]([OH:8])=[CH:4][CH:3]=1.C(=O)([O-])[O-].[Cs+].[Cs+].CS(C)=O.Cl[C:20]1[C:25]([C:26]2[CH:31]=[CH:30][N:29]=[C:28]([NH2:32])[N:27]=2)=[CH:24][CH:23]=[CH:22][N:21]=1, predict the reaction product. (7) Given the reactants CC(C)C[CH2:4][NH2:5].[CH2:7]1[C:16]2[C:11](=[CH:12][CH:13]=[CH:14][CH:15]=2)[CH2:10][CH2:9][N:8]1[C:17]([NH:19][C:20]1[CH:25]=[CH:24][C:23]([CH2:26][C:27]([OH:29])=O)=[CH:22][CH:21]=1)=[O:18].C1[C:39]2[C:34](=[CH:35][CH:36]=[CH:37][CH:38]=2)[CH2:33][CH2:32]N1C(NC1C=CC(C(O)=O)=CC=1)=O, predict the reaction product. The product is: [O:29]=[C:27]([NH:5][CH2:4][CH2:32][CH2:33][C:34]1[CH:35]=[CH:36][CH:37]=[CH:38][CH:39]=1)[CH2:26][C:23]1[CH:24]=[CH:25][C:20]([NH:19][C:17]([N:8]2[CH2:9][CH2:10][C:11]3[C:16](=[CH:15][CH:14]=[CH:13][CH:12]=3)[CH2:7]2)=[O:18])=[CH:21][CH:22]=1. (8) The product is: [CH3:9][N:8]([CH3:10])[CH2:7][CH2:6][O:5][C:4]1[CH:3]=[C:2]([B:25]([OH:30])[OH:26])[CH:13]=[CH:12][CH:11]=1. Given the reactants Br[C:2]1[CH:3]=[C:4]([CH:11]=[CH:12][CH:13]=1)[O:5][CH2:6][CH2:7][N:8]([CH3:10])[CH3:9].CCCCCC.C([Li])CCC.[B:25](OC(C)C)([O:30]C(C)C)[O:26]C(C)C, predict the reaction product.